From a dataset of Full USPTO retrosynthesis dataset with 1.9M reactions from patents (1976-2016). Predict the reactants needed to synthesize the given product. (1) Given the product [C:24]([CH2:23][N:12]1[CH2:13][C@@H:9]([C:4]2[CH:5]=[CH:6][C:7]([F:8])=[C:2]([F:1])[CH:3]=2)[C@H:10]([NH:14][C:15](=[O:21])[O:16][C:17]([CH3:18])([CH3:20])[CH3:19])[CH2:11]1)#[N:25], predict the reactants needed to synthesize it. The reactants are: [F:1][C:2]1[CH:3]=[C:4]([C@@H:9]2[CH2:13][NH:12][CH2:11][C@H:10]2[NH:14][C:15](=[O:21])[O:16][C:17]([CH3:20])([CH3:19])[CH3:18])[CH:5]=[CH:6][C:7]=1[F:8].Br[CH2:23][C:24]#[N:25]. (2) Given the product [CH3:14][O:3][C:4]1[C:5]([C:9]([O:11][CH2:12][CH3:13])=[O:10])=[N:6][O:7][CH:8]=1, predict the reactants needed to synthesize it. The reactants are: CI.[OH:3][C:4]1[C:5]([C:9]([O:11][CH2:12][CH3:13])=[O:10])=[N:6][O:7][CH:8]=1.[C:14](=O)([O-])[O-].[K+].[K+].O. (3) Given the product [NH2:27][CH2:26][CH2:25][CH2:24][N:21]1[CH2:22][CH2:23][CH:18]([C:14]2[CH:13]=[C:12]([NH:11][C:8](=[O:10])[CH3:9])[CH:17]=[CH:16][CH:15]=2)[CH2:19][CH2:20]1, predict the reactants needed to synthesize it. The reactants are: FC(F)(F)C(O)=O.[C:8]([NH:11][C:12]1[CH:13]=[C:14]([CH:18]2[CH2:23][CH2:22][N:21]([CH2:24][CH2:25][CH2:26][NH:27]C(=O)OC(C)(C)C)[CH2:20][CH2:19]2)[CH:15]=[CH:16][CH:17]=1)(=[O:10])[CH3:9].[OH-].[K+]. (4) Given the product [NH2:14][C:9]1[CH:10]=[N:11][CH:12]=[CH:13][C:8]=1[N:5]1[CH2:6][CH:7]([CH3:25])[CH2:2][CH:3]([NH:17][C:18](=[O:24])[O:19][C:20]([CH3:21])([CH3:22])[CH3:23])[CH2:4]1, predict the reactants needed to synthesize it. The reactants are: C[CH:2]1[CH2:7][CH2:6][N:5]([C:8]2[CH:13]=[CH:12][N:11]=[CH:10][C:9]=2[N+:14]([O-])=O)[CH2:4][CH:3]1[NH:17][C:18](=[O:24])[O:19][C:20]([CH3:23])([CH3:22])[CH3:21].[CH3:25]CO.